From a dataset of Reaction yield outcomes from USPTO patents with 853,638 reactions. Predict the reaction yield, written as a fraction of the theoretical maximum amount of product (1.0 means a 100% yield; for example, 0.34 means a 34% yield). (1) The reactants are [Br:1][C:2]1[CH:3]=[CH:4][C:5]([F:9])=[C:6]([OH:8])[CH:7]=1.C([O-])([O-])=O.[K+].[K+].[CH2:16](I)[CH3:17]. The catalyst is CN(C=O)C.CCOCC. The product is [Br:1][C:2]1[CH:3]=[CH:4][C:5]([F:9])=[C:6]([O:8][CH2:16][CH3:17])[CH:7]=1. The yield is 0.770. (2) The product is [NH2:8][C:5]1[CH:6]=[CH:7][C:2]([Cl:1])=[CH:3][C:4]=1[C:18]([C:19]1[CH:20]=[CH:21][C:22]([O:36][CH3:35])=[CH:23][CH:24]=1)=[O:26]. The yield is 0.830. The reactants are [Cl:1][C:2]1[CH:7]=[CH:6][C:5]([NH:8]C(=O)C2C=CC(F)=CC=2)=[C:4]([C:18](=[O:26])[C:19]2[CH:24]=[CH:23][C:22](F)=[CH:21][CH:20]=2)[CH:3]=1.NC1C=CC(Cl)=CC=1[C:35](C1C=CC=C(OC)C=1)=[O:36].[OH-].[Na+]. The catalyst is CO. (3) The yield is 0.330. The reactants are [N:1]1[CH:6]=[CH:5][C:4]([N:7]2[CH2:12][CH2:11][CH:10]([C:13](Cl)=[O:14])[CH2:9][CH2:8]2)=[CH:3][CH:2]=1.[CH:16]1[C:25]2[C:20](=[CH:21][CH:22]=[CH:23][CH:24]=2)[CH:19]=[CH:18][C:17]=1[S:26]([CH:29]1[CH2:34][CH2:33][NH:32][CH2:31][CH2:30]1)(=[O:28])=[O:27]. The product is [CH:16]1[C:25]2[C:20](=[CH:21][CH:22]=[CH:23][CH:24]=2)[CH:19]=[CH:18][C:17]=1[S:26]([CH:29]1[CH2:34][CH2:33][N:32]([C:13]([CH:10]2[CH2:11][CH2:12][N:7]([C:4]3[CH:5]=[CH:6][N:1]=[CH:2][CH:3]=3)[CH2:8][CH2:9]2)=[O:14])[CH2:31][CH2:30]1)(=[O:27])=[O:28]. No catalyst specified. (4) The reactants are [C:1]([O:4][CH2:5][C:6]1[C:11](B2OC(C)(C)C(C)(C)O2)=[CH:10][CH:9]=[CH:8][C:7]=1[N:21]1[CH2:26][CH2:25][C:24]2[C:27]3[CH2:33][CH2:32][CH2:31][CH2:30][C:28]=3[S:29][C:23]=2[C:22]1=[O:34])(=[O:3])[CH3:2].Br[C:36]1[CH:37]=[C:38]([NH:44][C:45]2[CH:50]=[CH:49][C:48]([N:51]3[CH2:56][CH2:55][N:54]([CH:57]4[CH2:60][O:59][CH2:58]4)[CH2:53][CH2:52]3)=[CH:47][N:46]=2)[C:39](=[O:43])[N:40]([CH3:42])[CH:41]=1. No catalyst specified. The product is [C:1]([O:4][CH2:5][C:6]1[C:7]([N:21]2[C:22](=[O:34])[C:23]3[S:29][C:28]4[CH2:30][CH2:31][CH2:32][CH2:33][C:27]=4[C:24]=3[CH2:25][CH2:26]2)=[CH:8][CH:9]=[CH:10][C:11]=1[C:36]1[CH:37]=[C:38]([NH:44][C:45]2[CH:50]=[CH:49][C:48]([N:51]3[CH2:56][CH2:55][N:54]([CH:57]4[CH2:60][O:59][CH2:58]4)[CH2:53][CH2:52]3)=[CH:47][N:46]=2)[C:39](=[O:43])[N:40]([CH3:42])[CH:41]=1)(=[O:3])[CH3:2]. The yield is 0.500. (5) The reactants are N1C=[CH:5][CH:4]=[C:3]([CH2:7][CH2:8][CH2:9][OH:10])C=1.[CH2:11](Br)[C:12]1[CH:17]=[CH:16][CH:15]=[CH:14][CH:13]=1.[BH4-].[Na+].O.[C:22](#[N:24])[CH3:23]. No catalyst specified. The product is [CH2:11]([N:24]1[CH2:5][CH2:4][C:3]([CH2:7][CH2:8][CH2:9][OH:10])=[CH:23][CH2:22]1)[C:12]1[CH:17]=[CH:16][CH:15]=[CH:14][CH:13]=1. The yield is 0.770. (6) The reactants are [CH2:1]([O:8][C:9]([NH:11][C@@H:12]([C@@H:20]([OH:24])[CH:21]([CH3:23])[CH3:22])[C:13]([O:15]C(C)(C)C)=[O:14])=[O:10])[C:2]1[CH:7]=[CH:6][CH:5]=[CH:4][CH:3]=1.FC(F)(F)C(O)=O. The catalyst is C(Cl)Cl. The product is [CH2:1]([O:8][C:9]([NH:11][C@@H:12]([C@@H:20]([OH:24])[CH:21]([CH3:22])[CH3:23])[C:13]([OH:15])=[O:14])=[O:10])[C:2]1[CH:3]=[CH:4][CH:5]=[CH:6][CH:7]=1. The yield is 1.00.